From a dataset of CYP3A4 inhibition data for predicting drug metabolism from PubChem BioAssay. Regression/Classification. Given a drug SMILES string, predict its absorption, distribution, metabolism, or excretion properties. Task type varies by dataset: regression for continuous measurements (e.g., permeability, clearance, half-life) or binary classification for categorical outcomes (e.g., BBB penetration, CYP inhibition). Dataset: cyp3a4_veith. (1) The molecule is CC(=O)n1nc(-c2ccco2)nc1N. The result is 0 (non-inhibitor). (2) The molecule is Cc1[nH]nc(-c2ccc(O)cc2O)c1-c1ccc(Cl)cc1. The result is 1 (inhibitor). (3) The compound is Cc1ccc(C(=O)Nc2ccc(S(=O)(=O)[O-])c3cc(S(=O)(=O)[O-])cc(S(=O)(=O)[O-])c23)cc1NC(=O)c1cccc(NC(=O)Nc2cccc(C(=O)Nc3cc(C(=O)Nc4ccc(S(=O)(=O)[O-])c5cc(S(=O)(=O)[O-])cc(S(=O)(=O)[O-])c45)ccc3C)c2)c1. The result is 0 (non-inhibitor). (4) The compound is CN(C)CCC[C@@]1(c2ccc(F)cc2)OCc2cc(C#N)ccc21. The result is 0 (non-inhibitor). (5) The drug is CC(C)C(NS(=O)(=O)c1cccc2nsnc12)C(=O)N1CCc2ccccc2C1. The result is 1 (inhibitor). (6) The drug is CN1C(=O)OC(C)(C)C1=O. The result is 0 (non-inhibitor). (7) The molecule is COc1ccccc1N/C(=N/S(=O)(=O)c1ccc(C)cc1)c1ccc(Cl)cc1. The result is 1 (inhibitor).